Dataset: Forward reaction prediction with 1.9M reactions from USPTO patents (1976-2016). Task: Predict the product of the given reaction. (1) Given the reactants [NH2:1][CH:2]([C:5]1[C:6](=[O:16])[NH:7][C:8]([CH:11]2[CH2:15][CH2:14][CH2:13][CH2:12]2)=[N:9][N:10]=1)[CH2:3][CH3:4].[C:17](Cl)(=[O:22])[CH2:18][CH2:19][CH2:20][CH3:21], predict the reaction product. The product is: [CH:11]1([C:8]2[NH:7][C:6](=[O:16])[C:5]([CH:2]([NH:1][C:17](=[O:22])[CH2:18][CH2:19][CH2:20][CH3:21])[CH2:3][CH3:4])=[N:10][N:9]=2)[CH2:15][CH2:14][CH2:13][CH2:12]1. (2) Given the reactants [C:1]1([CH2:7][N:8]2[C:20]3[CH2:19][CH2:18][CH2:17][C:16](=[O:21])[C:15]=3[C:14]3[C:9]2=[CH:10][CH:11]=[CH:12][C:13]=3[C:22]([O:24][CH3:25])=[O:23])[CH:6]=[CH:5][CH:4]=[CH:3][CH:2]=1.ClC1C(=O)C(C#N)=C(C#N)C(=O)C=1Cl, predict the reaction product. The product is: [C:1]1([CH2:7][N:8]2[C:20]3[CH:19]=[CH:18][CH:17]=[C:16]([OH:21])[C:15]=3[C:14]3[C:9]2=[CH:10][CH:11]=[CH:12][C:13]=3[C:22]([O:24][CH3:25])=[O:23])[CH:6]=[CH:5][CH:4]=[CH:3][CH:2]=1. (3) The product is: [OH:26][CH:3]([CH3:4])[CH2:2][O:25][C:23]1[CH:22]=[CH:21][C:20]2[C@@H:10]3[C@H:11]([C@H:12]4[C@@:7]([CH2:8][CH2:9]3)([CH3:6])[C:15](=[O:16])[CH2:14][CH2:13]4)[CH2:17][CH2:18][C:19]=2[CH:24]=1. Given the reactants Br[CH2:2][CH2:3][CH2:4]O.[CH3:6][C@@:7]12[C:15](=[O:16])[CH2:14][CH2:13][C@H:12]1[C@@H:11]1[CH2:17][CH2:18][C:19]3[CH:24]=[C:23]([OH:25])[CH:22]=[CH:21][C:20]=3[C@H:10]1[CH2:9][CH2:8]2.[OH-:26].[Na+].[I-].[K+], predict the reaction product. (4) Given the reactants C(N(CC)C(=O)[O:5][C:6]1[C:7]([C:32]#[N:33])=[N:8][CH:9]=[CH:10][C:11]=1[CH2:12][N:13]([CH3:31])[CH2:14][CH2:15][NH:16][C:17]1[C:18]2[C:23]([N:24]=[C:25]3[C:30]=1[CH2:29][CH2:28][CH2:27][CH2:26]3)=[CH:22][CH:21]=[CH:20][CH:19]=2)C.[NH2:37][OH:38].Cl.N1C=CC=CC=1, predict the reaction product. The product is: [OH:38]/[N:37]=[C:32](/[C:7]1[C:6]([OH:5])=[C:11]([CH2:12][N:13]([CH3:31])[CH2:14][CH2:15][NH:16][C:17]2[C:18]3[C:23]([N:24]=[C:25]4[C:30]=2[CH2:29][CH2:28][CH2:27][CH2:26]4)=[CH:22][CH:21]=[CH:20][CH:19]=3)[CH:10]=[CH:9][N:8]=1)\[NH2:33]. (5) Given the reactants C([Si](C)(C)[O:6][C:7]1[CH:12]=[CH:11][CH:10]=[CH:9][C:8]=1[NH:13][C:14](=[O:34])[C:15]1[CH:20]=[CH:19][C:18]([CH2:21][S:22][C:23]2[NH:27][C:26]3[CH:28]=[CH:29][C:30]([O:32][CH3:33])=[CH:31][C:25]=3[N:24]=2)=[CH:17][CH:16]=1)(C)(C)C.CCCC[N+](CCCC)(CCCC)CCCC.[F-], predict the reaction product. The product is: [OH:6][C:7]1[CH:12]=[CH:11][CH:10]=[CH:9][C:8]=1[NH:13][C:14](=[O:34])[C:15]1[CH:16]=[CH:17][C:18]([CH2:21][S:22][C:23]2[NH:27][C:26]3[CH:28]=[CH:29][C:30]([O:32][CH3:33])=[CH:31][C:25]=3[N:24]=2)=[CH:19][CH:20]=1. (6) Given the reactants [C:1]([N:8]1[CH2:13][CH2:12][C:11]([CH2:22][NH2:23])([C:14]2[CH:19]=[CH:18][C:17]([Cl:20])=[C:16]([Cl:21])[CH:15]=2)[CH2:10][CH2:9]1)([O:3][C:4]([CH3:7])([CH3:6])[CH3:5])=[O:2].[C:24]([C:26]1[C:27]([O:39][CH3:40])=[C:28]([C:36](O)=[O:37])[C:29]2[C:34]([CH:35]=1)=[CH:33][CH:32]=[CH:31][CH:30]=2)#[N:25].C1C=C2N=NN(O)C2=CC=1.O.CN1CCOCC1.Cl.CN(C)CCCN=C=NCC, predict the reaction product. The product is: [C:1]([N:8]1[CH2:13][CH2:12][C:11]([C:14]2[CH:19]=[CH:18][C:17]([Cl:20])=[C:16]([Cl:21])[CH:15]=2)([CH2:22][NH:23][C:36]([C:28]2[C:29]3[C:34](=[CH:33][CH:32]=[CH:31][CH:30]=3)[CH:35]=[C:26]([C:24]#[N:25])[C:27]=2[O:39][CH3:40])=[O:37])[CH2:10][CH2:9]1)([O:3][C:4]([CH3:7])([CH3:6])[CH3:5])=[O:2]. (7) Given the reactants [Br:1][C:2]1[CH:3]=[C:4]([CH:8]=[C:9]([C:11](=[O:14])[NH:12][CH3:13])[CH:10]=1)[C:5](O)=[O:6].C(Cl)(=O)C(Cl)=O.CN(C=O)C.Cl.[NH2:27][C:28]1[CH:33]=[CH:32][CH:31]=[CH:30][C:29]=1[CH2:34][C:35]([O:37][CH3:38])=[O:36], predict the reaction product. The product is: [Br:1][C:2]1[CH:3]=[C:4]([CH:8]=[C:9]([C:11](=[O:14])[NH:12][CH3:13])[CH:10]=1)[C:5]([NH:27][C:28]1[CH:33]=[CH:32][CH:31]=[CH:30][C:29]=1[CH2:34][C:35]([O:37][CH3:38])=[O:36])=[O:6]. (8) Given the reactants [NH2:1][C@@H:2]([CH2:27][C:28]1[CH:33]=[CH:32][CH:31]=[CH:30][CH:29]=1)[C@@H:3]([OH:26])[CH2:4][C@@H:5]([NH:13][C:14]([C@@H:16]([NH:21][C:22](=[O:25])[O:23][CH3:24])[C@@H:17]([CH3:20])[CH2:18][CH3:19])=[O:15])[CH2:6][C:7]1[CH:12]=[CH:11][CH:10]=[CH:9][CH:8]=1.FC(F)(F)C(O)=O.[CH3:41][C@@H:42]([CH2:64][CH3:65])[C@H:43]([N:47]1[CH2:51][CH2:50][N:49]([CH2:52][C:53]2[C:62]3[C:57](=[CH:58][CH:59]=[CH:60][CH:61]=3)[N:56]=[CH:55][CH:54]=2)[C:48]1=[O:63])[C:44](O)=[O:45].CCN=C=NCCCN(C)C.C1C=CC2N(O)N=NC=2C=1.CN1CCOCC1, predict the reaction product. The product is: [CH2:6]([C@H:5]([NH:13][C:14]([C@@H:16]([NH:21][C:22](=[O:25])[O:23][CH3:24])[CH:17]([CH3:20])[CH2:18][CH3:19])=[O:15])[CH2:4][C@H:3]([OH:26])[C@@H:2]([NH:1][C:44](=[O:45])[C@@H:43]([N:47]1[CH2:51][CH2:50][N:49]([CH2:52][C:53]2[C:62]3[C:57](=[CH:58][CH:59]=[CH:60][CH:61]=3)[N:56]=[CH:55][CH:54]=2)[C:48]1=[O:63])[CH:42]([CH3:41])[CH2:64][CH3:65])[CH2:27][C:28]1[CH:29]=[CH:30][CH:31]=[CH:32][CH:33]=1)[C:7]1[CH:12]=[CH:11][CH:10]=[CH:9][CH:8]=1. (9) Given the reactants [OH:1][C:2]1[C:7]([C:8](=[O:10])[CH3:9])=[C:6]([O:11][CH3:12])[C:5]([O:13][CH3:14])=[C:4]([O:15][CH3:16])[CH:3]=1.O=[C:18]1[CH2:23][CH2:22][N:21]([C:24]([O:26][C:27]([CH3:30])([CH3:29])[CH3:28])=[O:25])[CH2:20][CH2:19]1.N1CCCC1, predict the reaction product. The product is: [C:24]([N:21]1[CH2:20][CH2:19][C:18]2([CH2:9][C:8](=[O:10])[C:7]3[C:2](=[CH:3][C:4]([O:15][CH3:16])=[C:5]([O:13][CH3:14])[C:6]=3[O:11][CH3:12])[O:1]2)[CH2:23][CH2:22]1)([O:26][C:27]([CH3:30])([CH3:29])[CH3:28])=[O:25].